The task is: Predict which catalyst facilitates the given reaction.. This data is from Catalyst prediction with 721,799 reactions and 888 catalyst types from USPTO. Reactant: [Cl:1][C:2]1[CH:7]=[CH:6][C:5]([N+:8]([O-:10])=[O:9])=[C:4](F)[CH:3]=1.[CH3:12][N:13]1[CH2:18][CH2:17][NH:16][CH2:15][CH2:14]1.C([O-])([O-])=O.[K+].[K+]. Product: [Cl:1][C:2]1[CH:7]=[CH:6][C:5]([N+:8]([O-:10])=[O:9])=[C:4]([N:16]2[CH2:17][CH2:18][N:13]([CH3:12])[CH2:14][CH2:15]2)[CH:3]=1. The catalyst class is: 303.